This data is from Forward reaction prediction with 1.9M reactions from USPTO patents (1976-2016). The task is: Predict the product of the given reaction. (1) The product is: [F:26][C:27]1[CH:32]=[CH:31][C:30]([C:14]2[CH:15]=[CH:16][C:11]([CH:8]3[N:5]4[CH2:6][CH2:7][C:2]([OH:1])=[C:3]([C:18]([NH:20][CH2:21][C:22]([O:24][CH3:25])=[O:23])=[O:19])[CH:4]4[O:10][CH2:9]3)=[CH:12][CH:13]=2)=[CH:29][CH:28]=1. Given the reactants [OH:1][C:2]1[CH2:7][CH2:6][N:5]2[CH:8]([C:11]3[CH:16]=[CH:15][C:14](I)=[CH:13][CH:12]=3)[CH2:9][O:10][CH:4]2[C:3]=1[C:18]([NH:20][CH2:21][C:22]([O:24][CH3:25])=[O:23])=[O:19].[F:26][C:27]1[CH:32]=[CH:31][C:30](B(O)O)=[CH:29][CH:28]=1.CC1C=CC=CC=1P(C1C=CC=CC=1C)C1C=CC=CC=1C.C(=O)([O-])[O-].[K+].[K+], predict the reaction product. (2) Given the reactants CON(C)[C:4]([C:6]1[CH:7]=[N:8][N:9]2[C:14]([CH3:16])([CH3:15])[CH2:13][CH:12]([C:17]3[CH:22]=[CH:21][CH:20]=[CH:19][CH:18]=3)[N:11]([CH2:23][C:24]3[CH:29]=[CH:28][CH:27]=[CH:26][CH:25]=3)[C:10]=12)=[O:5].[CH3:31][C:32]1[CH:40]=[CH:39][C:35]([CH2:36][Mg]Cl)=[CH:34][CH:33]=1, predict the reaction product. The product is: [CH2:23]([N:11]1[CH:12]([C:17]2[CH:18]=[CH:19][CH:20]=[CH:21][CH:22]=2)[CH2:13][C:14]([CH3:16])([CH3:15])[N:9]2[N:8]=[CH:7][C:6]([C:4](=[O:5])[CH2:31][C:32]3[CH:40]=[CH:39][C:35]([CH3:36])=[CH:34][CH:33]=3)=[C:10]12)[C:24]1[CH:29]=[CH:28][CH:27]=[CH:26][CH:25]=1. (3) Given the reactants Br[CH2:2][C:3]([C:5]1[CH:14]=[CH:13][C:8]([C:9]([O:11][CH3:12])=[O:10])=[CH:7][CH:6]=1)=O.[NH2:15][C:16]([NH2:18])=[S:17], predict the reaction product. The product is: [NH2:18][C:16]1[S:17][CH:2]=[C:3]([C:5]2[CH:14]=[CH:13][C:8]([C:9]([O:11][CH3:12])=[O:10])=[CH:7][CH:6]=2)[N:15]=1. (4) Given the reactants Cl[C:2]1[N:3]=[C:4]([NH:13][C:14]2[CH:19]=[CH:18][C:17]([N:20]3[CH2:25][CH2:24][CH:23]([N:26]4[CH2:31][CH2:30][N:29]([CH3:32])[CH2:28][CH2:27]4)[CH2:22][CH2:21]3)=[C:16]([CH3:33])[CH:15]=2)[C:5]([C:10]([NH2:12])=[O:11])=[N:6][C:7]=1[CH2:8][CH3:9].Cl.Cl.[CH:36]1([NH2:42])[CH2:40][CH2:39][CH2:38][CH:37]1[NH2:41].C(N(C(C)C)CC)(C)C.C(OC(C)C)(C)C, predict the reaction product. The product is: [NH2:41][C@@H:37]1[CH2:38][CH2:39][CH2:40][C@H:36]1[NH:42][C:2]1[N:3]=[C:4]([NH:13][C:14]2[CH:19]=[CH:18][C:17]([N:20]3[CH2:21][CH2:22][CH:23]([N:26]4[CH2:31][CH2:30][N:29]([CH3:32])[CH2:28][CH2:27]4)[CH2:24][CH2:25]3)=[C:16]([CH3:33])[CH:15]=2)[C:5]([C:10]([NH2:12])=[O:11])=[N:6][C:7]=1[CH2:8][CH3:9]. (5) Given the reactants [C:1]1([C:13](=[O:17])[C:14]([OH:16])=O)[C:11]2=[C:12]3[C:7](=[CH:8][CH:9]=[CH:10]2)[CH2:6][CH2:5][CH2:4][N:3]3[CH:2]=1.Cl.[NH2:19][CH2:20][CH2:21][CH2:22][CH2:23][C:24]([NH:26][O:27][CH2:28][C:29]1[CH:34]=[CH:33][CH:32]=[CH:31][CH:30]=1)=[O:25], predict the reaction product. The product is: [CH2:28]([O:27][NH:26][C:24](=[O:25])[CH2:23][CH2:22][CH2:21][CH2:20][NH:19][C:14](=[O:16])[C:13]([C:1]1[C:11]2=[C:12]3[C:7](=[CH:8][CH:9]=[CH:10]2)[CH2:6][CH2:5][CH2:4][N:3]3[CH:2]=1)=[O:17])[C:29]1[CH:34]=[CH:33][CH:32]=[CH:31][CH:30]=1. (6) Given the reactants [F:1][C:2]1[CH:7]=[CH:6][C:5]([N+:8]([O-])=O)=[C:4]([O:11][C@H:12]2[CH2:17][CH2:16][C@H:15]([OH:18])[CH2:14][CH2:13]2)[CH:3]=1.[H][H], predict the reaction product. The product is: [F:1][C:2]1[CH:7]=[CH:6][C:5]([NH2:8])=[C:4]([O:11][C@H:12]2[CH2:13][CH2:14][C@H:15]([OH:18])[CH2:16][CH2:17]2)[CH:3]=1.